From a dataset of NCI-60 drug combinations with 297,098 pairs across 59 cell lines. Regression. Given two drug SMILES strings and cell line genomic features, predict the synergy score measuring deviation from expected non-interaction effect. (1) Drug 1: CN1CCC(CC1)COC2=C(C=C3C(=C2)N=CN=C3NC4=C(C=C(C=C4)Br)F)OC. Drug 2: C1C(C(OC1N2C=C(C(=O)NC2=O)F)CO)O. Cell line: SNB-75. Synergy scores: CSS=47.7, Synergy_ZIP=-1.28, Synergy_Bliss=-0.315, Synergy_Loewe=-13.9, Synergy_HSA=2.56. (2) Drug 1: CC1=C(C(=CC=C1)Cl)NC(=O)C2=CN=C(S2)NC3=CC(=NC(=N3)C)N4CCN(CC4)CCO. Drug 2: C1=NNC2=C1C(=O)NC=N2. Cell line: NCIH23. Synergy scores: CSS=17.2, Synergy_ZIP=-6.63, Synergy_Bliss=-4.08, Synergy_Loewe=-38.1, Synergy_HSA=-1.72. (3) Drug 1: CN1C2=C(C=C(C=C2)N(CCCl)CCCl)N=C1CCCC(=O)O.Cl. Drug 2: C1CN(P(=O)(OC1)NCCCl)CCCl. Cell line: MDA-MB-231. Synergy scores: CSS=3.99, Synergy_ZIP=-1.46, Synergy_Bliss=-0.969, Synergy_Loewe=-1.57, Synergy_HSA=-0.0994. (4) Drug 2: C1C(C(OC1N2C=NC(=NC2=O)N)CO)O. Synergy scores: CSS=49.4, Synergy_ZIP=-3.73, Synergy_Bliss=-6.27, Synergy_Loewe=-3.10, Synergy_HSA=-2.24. Drug 1: CCN(CC)CCCC(C)NC1=C2C=C(C=CC2=NC3=C1C=CC(=C3)Cl)OC. Cell line: HCT-15. (5) Drug 1: CN(C)N=NC1=C(NC=N1)C(=O)N. Drug 2: CC1C(C(=O)NC(C(=O)N2CCCC2C(=O)N(CC(=O)N(C(C(=O)O1)C(C)C)C)C)C(C)C)NC(=O)C3=C4C(=C(C=C3)C)OC5=C(C(=O)C(=C(C5=N4)C(=O)NC6C(OC(=O)C(N(C(=O)CN(C(=O)C7CCCN7C(=O)C(NC6=O)C(C)C)C)C)C(C)C)C)N)C. Cell line: SNB-19. Synergy scores: CSS=-4.51, Synergy_ZIP=0.157, Synergy_Bliss=3.37, Synergy_Loewe=2.53, Synergy_HSA=1.53. (6) Drug 1: CN(C)C1=NC(=NC(=N1)N(C)C)N(C)C. Drug 2: CC12CCC3C(C1CCC2OP(=O)(O)O)CCC4=C3C=CC(=C4)OC(=O)N(CCCl)CCCl.[Na+]. Cell line: SNB-75. Synergy scores: CSS=-6.09, Synergy_ZIP=-2.97, Synergy_Bliss=-11.2, Synergy_Loewe=-16.8, Synergy_HSA=-12.8.